From a dataset of Forward reaction prediction with 1.9M reactions from USPTO patents (1976-2016). Predict the product of the given reaction. (1) Given the reactants [C:1]([O:4][C@@H:5]1[C@@H:13]([C@@:14]2([CH3:48])[CH2:19][CH2:18][C@H:17]([O:20][Si:21]([C:34]([CH3:37])([CH3:36])[CH3:35])([C:28]3[CH:33]=[CH:32][CH:31]=[CH:30][CH:29]=3)[C:22]3[CH:27]=[CH:26][CH:25]=[CH:24][CH:23]=3)[CH2:16][C@@H:15]2[CH2:38][CH2:39][O:40][Si](C(C)(C)C)(C)C)[CH2:12][CH2:11][C@@:10]2([CH3:49])[C@H:6]1[CH2:7][CH2:8][C:9]12OCC[O:50]1)(=[O:3])[CH3:2].O.CC(C)=O, predict the reaction product. The product is: [C:1]([O:4][C@@H:5]1[C@@H:13]([C@@:14]2([CH3:48])[CH2:19][CH2:18][C@H:17]([O:20][Si:21]([C:34]([CH3:35])([CH3:36])[CH3:37])([C:22]3[CH:27]=[CH:26][CH:25]=[CH:24][CH:23]=3)[C:28]3[CH:33]=[CH:32][CH:31]=[CH:30][CH:29]=3)[CH2:16][C@@H:15]2[CH2:38][CH2:39][OH:40])[CH2:12][CH2:11][C@@:10]2([CH3:49])[C@H:6]1[CH2:7][CH2:8][C:9]2=[O:50])(=[O:3])[CH3:2]. (2) Given the reactants [CH3:1][NH:2][C:3]1[CH:8]=[CH:7][C:6]([NH:9][C:10](=[O:29])[NH:11][C:12]2[CH:28]=[CH:27][C:15]([O:16][C:17]3[CH:22]=[CH:21][N:20]=[C:19]([C:23]([NH:25][CH3:26])=[O:24])[CH:18]=3)=[CH:14][CH:13]=2)=[CH:5][CH:4]=1.[C:30](Cl)(=[O:33])[CH:31]=[CH2:32], predict the reaction product. The product is: [CH3:1][N:2]([C:3]1[CH:8]=[CH:7][C:6]([NH:9][C:10](=[O:29])[NH:11][C:12]2[CH:28]=[CH:27][C:15]([O:16][C:17]3[CH:22]=[CH:21][N:20]=[C:19]([C:23]([NH:25][CH3:26])=[O:24])[CH:18]=3)=[CH:14][CH:13]=2)=[CH:5][CH:4]=1)[C:30](=[O:33])[CH:31]=[CH2:32]. (3) Given the reactants [CH:1]1([C:7]2[CH:12]=[CH:11][C:10]([NH2:13])=[CH:9][CH:8]=2)[CH2:6][CH2:5][CH2:4][CH2:3][CH2:2]1.C(OC([NH:21][CH2:22][CH2:23][CH2:24][CH2:25][C@H:26]([NH:30]C(OCC1C2C=CC=CC=2C2C1=CC=CC=2)=O)[C:27](O)=[O:28])=O)(C)(C)C.[N:48]([C:51]1[CH:63]=[CH:62][C:61]2[C:60]3[C:55](=[CH:56][CH:57]=[CH:58][CH:59]=3)[CH2:54][C:53]=2[CH:52]=1)=[C:49]=[O:50], predict the reaction product. The product is: [CH:1]1([C:7]2[CH:8]=[CH:9][C:10]([NH:13][C:27](=[O:28])[C@@H:26]([NH:30][C:49]([NH:48][C:51]3[CH:63]=[CH:62][C:61]4[C:60]5[C:55](=[CH:56][CH:57]=[CH:58][CH:59]=5)[CH2:54][C:53]=4[CH:52]=3)=[O:50])[CH2:25][CH2:24][CH2:23][CH2:22][NH2:21])=[CH:11][CH:12]=2)[CH2:2][CH2:3][CH2:4][CH2:5][CH2:6]1. (4) The product is: [Br:8][C:5]1[CH:6]=[CH:7][C:2]([N:29]2[CH2:28][CH2:27][CH:26]([NH:25][C:23]([O:22][C:18]([CH3:21])([CH3:20])[CH3:19])=[O:24])[CH2:31][CH2:30]2)=[N:3][CH:4]=1. Given the reactants Br[C:2]1[CH:7]=[CH:6][C:5]([Br:8])=[CH:4][N:3]=1.CCN(C(C)C)C(C)C.[C:18]([O:22][C:23]([NH:25][CH:26]1[CH2:31][CH2:30][NH:29][CH2:28][CH2:27]1)=[O:24])([CH3:21])([CH3:20])[CH3:19], predict the reaction product. (5) Given the reactants Br[C:2]1[C:3]([F:14])=[CH:4][N:5]=[C:6]2[C:11]=1[N:10]=[C:9]([O:12][CH3:13])[CH:8]=[CH:7]2.C1C=CC(P(C2C(OC3C(P(C4C=CC=CC=4)C4C=CC=CC=4)=CC=CC=3)=CC=CC=2)C2C=CC=CC=2)=CC=1.[O-]P([O-])([O-])=O.[K+].[K+].[K+].[CH2:62]([O:69][C:70](=[O:78])[NH:71][CH:72]1[CH2:77][CH2:76][NH:75][CH2:74][CH2:73]1)[C:63]1[CH:68]=[CH:67][CH:66]=[CH:65][CH:64]=1, predict the reaction product. The product is: [CH2:62]([O:69][C:70](=[O:78])[NH:71][CH:72]1[CH2:77][CH2:76][N:75]([C:2]2[C:11]3[C:6](=[CH:7][CH:8]=[C:9]([O:12][CH3:13])[N:10]=3)[N:5]=[CH:4][C:3]=2[F:14])[CH2:74][CH2:73]1)[C:63]1[CH:68]=[CH:67][CH:66]=[CH:65][CH:64]=1. (6) Given the reactants [CH3:1][C:2]1[CH:3]=[CH:4][C:5]([N+:11]([O-:13])=[O:12])=[C:6]([CH:10]=1)[C:7]([OH:9])=[O:8].Br[N:15]1C(C)(C)C(=O)N(Br)[C:16]1=O, predict the reaction product. The product is: [CH3:16][NH:15][CH2:1][C:2]1[CH:3]=[CH:4][C:5]([N+:11]([O-:13])=[O:12])=[C:6]([CH:10]=1)[C:7]([OH:9])=[O:8].